From a dataset of Reaction yield outcomes from USPTO patents with 853,638 reactions. Predict the reaction yield, written as a fraction of the theoretical maximum amount of product (1.0 means a 100% yield; for example, 0.34 means a 34% yield). (1) The reactants are [NH2:1][C:2]1[CH:3]=[C:4]([OH:12])[C:5](=[CH:10][CH:11]=1)[C:6]([O:8][CH3:9])=[O:7].[F:13][C:14]1[C:23]2[C:18](=[CH:19][CH:20]=[CH:21][CH:22]=2)[C:17]([S:24](Cl)(=[O:26])=[O:25])=[CH:16][CH:15]=1. No catalyst specified. The product is [F:13][C:14]1[C:23]2[C:18](=[CH:19][CH:20]=[CH:21][CH:22]=2)[C:17]([S:24]([NH:1][C:2]2[CH:11]=[CH:10][C:5]([C:6]([O:8][CH3:9])=[O:7])=[C:4]([OH:12])[CH:3]=2)(=[O:26])=[O:25])=[CH:16][CH:15]=1. The yield is 0.770. (2) The reactants are [CH3:1][C:2]1[C:3]([O:5][C:6](=O)[CH:7]=1)=[O:4].[C:9]([CH:19]=P(C1C=CC=CC=1)(C1C=CC=CC=1)C1C=CC=CC=1)(=[O:18])[CH:10]=[CH:11][C:12]1[CH:17]=[CH:16][CH:15]=[CH:14][CH:13]=1. The catalyst is C1C=CC=CC=1. The product is [C:9](/[CH:19]=[C:6]1\[CH:7]=[C:2]([CH3:1])[C:3]([O:5]\1)=[O:4])(=[O:18])[CH:10]=[CH:11][C:12]1[CH:17]=[CH:16][CH:15]=[CH:14][CH:13]=1. The yield is 0.730. (3) The reactants are [NH2:1][NH2:2].[C:3]([NH:7][C:8]([C:10]1[S:14][C:13]2[CH2:15][C:16]([CH3:19])([CH3:18])[CH2:17][C:12]=2[C:11]=1[CH:20]=O)=[O:9])([CH3:6])([CH3:5])[CH3:4]. The catalyst is C1COCC1. The product is [C:3]([NH:7][C:8]([C:10]1[S:14][C:13]2[CH2:15][C:16]([CH3:19])([CH3:18])[CH2:17][C:12]=2[C:11]=1[CH:20]=[N:1][NH2:2])=[O:9])([CH3:6])([CH3:5])[CH3:4]. The yield is 0.950. (4) The reactants are Br[C:2]1[CH2:7][CH2:6][C:5]([CH3:9])([CH3:8])[CH2:4][C:3]=1[CH:10]=[O:11].[Cl:12][C:13]1[CH:18]=[CH:17][C:16](B(O)O)=[CH:15][CH:14]=1.C(=O)([O-])[O-].[K+].[K+]. The catalyst is O1CCOCC1.O.C(Cl)Cl.C1C=CC([P]([Pd]([P](C2C=CC=CC=2)(C2C=CC=CC=2)C2C=CC=CC=2)([P](C2C=CC=CC=2)(C2C=CC=CC=2)C2C=CC=CC=2)[P](C2C=CC=CC=2)(C2C=CC=CC=2)C2C=CC=CC=2)(C2C=CC=CC=2)C2C=CC=CC=2)=CC=1. The product is [Cl:12][C:13]1[CH:18]=[CH:17][C:16]([C:2]2[CH2:7][CH2:6][C:5]([CH3:9])([CH3:8])[CH2:4][C:3]=2[CH:10]=[O:11])=[CH:15][CH:14]=1. The yield is 0.770. (5) The reactants are [Cl:1][C:2]1[CH:26]=[C:25]([O:27][CH3:28])[CH:24]=[CH:23][C:3]=1[O:4][C:5]1[CH:6]=[N:7][N:8]([CH:12]([CH2:16][CH:17]2[CH2:22][CH2:21][CH2:20][CH2:19][CH2:18]2)[C:13]([OH:15])=O)[C:9](=[O:11])[CH:10]=1.[NH2:29][C:30]1[CH:34]=[CH:33][N:32]([CH2:35][C:36]([CH3:39])([OH:38])[CH3:37])[N:31]=1. No catalyst specified. The product is [Cl:1][C:2]1[CH:26]=[C:25]([O:27][CH3:28])[CH:24]=[CH:23][C:3]=1[O:4][C:5]1[CH:6]=[N:7][N:8]([CH:12]([CH2:16][CH:17]2[CH2:22][CH2:21][CH2:20][CH2:19][CH2:18]2)[C:13]([NH:29][C:30]2[CH:34]=[CH:33][N:32]([CH2:35][C:36]([OH:38])([CH3:37])[CH3:39])[N:31]=2)=[O:15])[C:9](=[O:11])[CH:10]=1. The yield is 0.630. (6) The reactants are [OH:1][N:2]=[C:3]([Cl:13])[C@H:4]1[C:8]([CH3:10])([CH3:9])[O:7][C:6]([CH3:12])([CH3:11])[O:5]1.[CH3:14][S:15](Cl)(=[O:17])=[O:16].C(N(CC)CC)C. The product is [CH3:11][C:6]1([CH3:12])[O:5][C@@H:4]([C:3]([Cl:13])=[N:2][O:1][S:15]([CH3:14])(=[O:17])=[O:16])[C:8]([CH3:9])([CH3:10])[O:7]1. The yield is 0.662. The catalyst is CCOCC. (7) The reactants are [CH3:1][C:2]1[CH:6]=[C:5]([C:7]([OH:9])=O)[O:4][N:3]=1.C(Cl)(=O)C(Cl)=O.[NH2:16][C:17]1[CH:18]=[C:19]([CH:36]=[CH:37][CH:38]=1)[O:20][C:21]1[CH:22]=[CH:23][C:24]2[N:25]([CH:27]=[C:28]([NH:30][C:31]([CH:33]3[CH2:35][CH2:34]3)=[O:32])[N:29]=2)[N:26]=1.C(N(CC)CC)C. The catalyst is O1CCCC1.CN(C)C=O.C(=O)([O-])O.[Na+]. The product is [CH:33]1([C:31]([NH:30][C:28]2[N:29]=[C:24]3[CH:23]=[CH:22][C:21]([O:20][C:19]4[CH:18]=[C:17]([NH:16][C:7]([C:5]5[O:4][N:3]=[C:2]([CH3:1])[CH:6]=5)=[O:9])[CH:38]=[CH:37][CH:36]=4)=[N:26][N:25]3[CH:27]=2)=[O:32])[CH2:34][CH2:35]1. The yield is 0.220. (8) The catalyst is CN(C)C=O.C1OCCOCCOCCOCCOCCOC1. The product is [C:1](=[O:15])([O:6][CH2:7][CH2:8][O:9][C:10](=[O:14])[C:11]([CH3:13])=[CH2:12])[O:2][CH:3]([O:21][C:16](=[O:20])[C:17]([CH3:19])=[CH2:18])[CH3:4]. The yield is 0.770. The reactants are [C:1](=[O:15])([O:6][CH2:7][CH2:8][O:9][C:10](=[O:14])[C:11]([CH3:13])=[CH2:12])[O:2][CH:3](Cl)[CH3:4].[C:16]([O-:21])(=[O:20])[C:17]([CH3:19])=[CH2:18].[K+]. (9) The reactants are [CH2:1]([C:8]1[CH2:14][CH2:13][CH2:12][CH2:11][C:10](=[O:15])[CH:9]=1)[C:2]1[CH:7]=[CH:6][CH:5]=[CH:4][CH:3]=1.[H-].[Al+3].[Li+].[H-].[H-].[H-].C([O-])([O-])=O.[K+].[K+]. The catalyst is CCOCC. The product is [CH2:1]([C:8]1[CH2:14][CH2:13][CH2:12][CH2:11][CH:10]([OH:15])[CH:9]=1)[C:2]1[CH:7]=[CH:6][CH:5]=[CH:4][CH:3]=1. The yield is 0.930.